This data is from Full USPTO retrosynthesis dataset with 1.9M reactions from patents (1976-2016). The task is: Predict the reactants needed to synthesize the given product. The reactants are: Cl.[O:2]=[C:3]1[CH2:8][CH2:7][NH:6][CH2:5][CH:4]1[C:9]([O:11][CH3:12])=[O:10].[C:13](O[C:13]([O:15][C:16]([CH3:19])([CH3:18])[CH3:17])=[O:14])([O:15][C:16]([CH3:19])([CH3:18])[CH3:17])=[O:14].C(N(CC)CC)C.[NH4+].[Cl-]. Given the product [O:2]=[C:3]1[CH2:8][CH2:7][N:6]([C:13]([O:15][C:16]([CH3:19])([CH3:18])[CH3:17])=[O:14])[CH2:5][CH:4]1[C:9]([O:11][CH3:12])=[O:10], predict the reactants needed to synthesize it.